Dataset: hERG Central: cardiac toxicity at 1µM, 10µM, and general inhibition. Task: Predict hERG channel inhibition at various concentrations. (1) The drug is Cc1cc(C)cc(NC(=O)C2CCN(C(=O)[C@@H]3Cc4ccccc4CN3)CC2)c1. Results: hERG_inhib (hERG inhibition (general)): blocker. (2) The molecule is S=C(Nc1ccc(Oc2ccccc2)cc1)N(CCCN1CCOCC1)Cc1ccccn1. Results: hERG_inhib (hERG inhibition (general)): blocker. (3) The drug is CCOc1ccc(Cn2c(C)nc([N+](=O)[O-])c2SCC(O)CCl)cc1[N+](=O)[O-]. Results: hERG_inhib (hERG inhibition (general)): blocker. (4) The molecule is CCOC(=O)C1CSC(CC(=O)Nc2ccc(OC(F)(F)F)cc2)C(=O)N1. Results: hERG_inhib (hERG inhibition (general)): blocker. (5) The drug is CCn1cc(CN2CCC(C(=O)Nc3cccc(-c4cccc(Cl)c4)c3)CC2)c(C)n1. Results: hERG_inhib (hERG inhibition (general)): blocker. (6) The drug is COCCn1nnnc1CN(CCc1ccccc1)Cc1cc2ccc(C)cc2[nH]c1=O. Results: hERG_inhib (hERG inhibition (general)): blocker. (7) The drug is COc1ccc(NC(=O)C(=O)NCCN2CCN(C(=O)c3ccc(C)cc3)CC2)cc1. Results: hERG_inhib (hERG inhibition (general)): blocker. (8) The molecule is O=C(c1ccc(Cl)cc1)C1CCCN(Cc2ccc3ncccc3c2)C1. Results: hERG_inhib (hERG inhibition (general)): blocker.